This data is from Forward reaction prediction with 1.9M reactions from USPTO patents (1976-2016). The task is: Predict the product of the given reaction. (1) Given the reactants [O:1]=[CH:2][C@@H:3]([C@H:5]([C@@H:7]([CH2:9][OH:10])[OH:8])[OH:6])[OH:4].[C:11]([OH:16])(=[O:15])[CH:12]([CH3:14])[OH:13], predict the reaction product. The product is: [C:11]([OH:16])(=[O:15])[CH:12]([CH3:14])[OH:13].[CH2:2]([OH:1])[C@@H:3]([C@H:5]([C@@H:7]([CH2:9][OH:10])[OH:8])[OH:6])[OH:4]. (2) Given the reactants Cl.Cl.[NH:3]1[CH2:8][CH2:7][NH:6][CH2:5][CH:4]1[C:9]([OH:11])=[O:10].[OH-].[Na+].[CH3:14][C:15]([O:18][C:19](ON=C(C1C=CC=CC=1)C#N)=[O:20])([CH3:17])[CH3:16].[CH2:32]([O:39][C:40]([O:42]N1C(=O)CCC1=O)=O)[C:33]1[CH:38]=[CH:37][CH:36]=[CH:35][CH:34]=1, predict the reaction product. The product is: [CH2:32]([O:39][C:40]([N:3]1[CH2:8][CH2:7][N:6]([C:19]([O:18][C:15]([CH3:17])([CH3:16])[CH3:14])=[O:20])[CH2:5][CH:4]1[C:9]([OH:11])=[O:10])=[O:42])[C:33]1[CH:34]=[CH:35][CH:36]=[CH:37][CH:38]=1.